From a dataset of Human liver microsome stability data. Regression/Classification. Given a drug SMILES string, predict its absorption, distribution, metabolism, or excretion properties. Task type varies by dataset: regression for continuous measurements (e.g., permeability, clearance, half-life) or binary classification for categorical outcomes (e.g., BBB penetration, CYP inhibition). Dataset: hlm. (1) The compound is CCCC(=O)NS(=O)(=O)c1sc(CC(C)C)cc1-c1cccc(Cn2ccnc2)c1. The result is 1 (stable in human liver microsomes). (2) The result is 0 (unstable in human liver microsomes). The compound is COc1ccc(-c2cc(=O)[nH]c(=S)n2CCO)c(OC)c1. (3) The result is 1 (stable in human liver microsomes). The compound is Cc1nc2c(C(F)(F)F)cccc2n1-c1cccc(Oc2cc(F)cc(S(C)(=O)=O)c2)c1. (4) The molecule is CC(C)CCn1nc(-c2ccccc2)c(O)c(C2=NS(=O)(=O)c3cc(NS(C)(=O)=O)ccc3N2)c1=O. The result is 0 (unstable in human liver microsomes). (5) The compound is CCOc1nc(NC(=O)C(C)(C)NC(=O)c2ccc3c(C4CCCC4)c(-c4ncc(Cl)cn4)n(C)c3c2)cnc1C=CC(=O)O. The result is 0 (unstable in human liver microsomes). (6) The compound is CC(C)(C)[C@H](NC(=O)n1c(=O)n(CCC2CCOCC2)c2ccccc21)C(N)=O. The result is 1 (stable in human liver microsomes). (7) The molecule is C[C@@H]([C@@H](O)c1ccc(O)cc1)N1CCC(Cc2ccccc2)CC1. The result is 1 (stable in human liver microsomes). (8) The compound is CS(=O)(=O)Nc1ccc2c(c1)S(=O)(=O)NC(C1=C(O)[C@@H]3C4CCC(CC4)[C@@H]3N(Cc3ccc(F)cc3Cl)C1=O)=N2. The result is 0 (unstable in human liver microsomes). (9) The compound is CN(C)C1CCN(C(=O)c2ccc(NC(=O)Nc3ccc(-c4nc(O[C@H]5CCOC5)nc(N5CCOCC5)n4)cc3)cc2)CC1. The result is 1 (stable in human liver microsomes). (10) The molecule is CCOc1nc(NC(=O)C2(NC(=O)c3ccc4c(C5CCCC5)c(-c5ncc(Cl)cn5)n(C)c4c3)CCC2)cnc1C=CC(=O)O. The result is 0 (unstable in human liver microsomes).